Dataset: Peptide-MHC class II binding affinity with 134,281 pairs from IEDB. Task: Regression. Given a peptide amino acid sequence and an MHC pseudo amino acid sequence, predict their binding affinity value. This is MHC class II binding data. (1) The peptide sequence is GWIISNIFGAIPVLA. The MHC is HLA-DQA10102-DQB10502 with pseudo-sequence HLA-DQA10102-DQB10502. The binding affinity (normalized) is 0.343. (2) The peptide sequence is YRKFLANVSTVLTGK. The MHC is DRB1_0101 with pseudo-sequence DRB1_0101. The binding affinity (normalized) is 0.919. (3) The peptide sequence is HISYVMLIFFV. The MHC is DRB3_0202 with pseudo-sequence DRB3_0202. The binding affinity (normalized) is 0. (4) The peptide sequence is LAVFQPSSGNYVHCF. The MHC is H-2-IAb with pseudo-sequence H-2-IAb. The binding affinity (normalized) is 0.552. (5) The peptide sequence is KLNNQFGSVPALTIA. The MHC is DRB1_0401 with pseudo-sequence DRB1_0401. The binding affinity (normalized) is 0.799. (6) The peptide sequence is MSAGESKHGLTNTASHTR. The MHC is DRB3_0101 with pseudo-sequence DRB3_0101. The binding affinity (normalized) is 0. (7) The peptide sequence is KDVTFRNITGTSSTP. The MHC is DRB3_0101 with pseudo-sequence DRB3_0101. The binding affinity (normalized) is 0.0664. (8) The peptide sequence is FKVAATAAATAPADDKFTVF. The MHC is DRB3_0101 with pseudo-sequence DRB3_0101. The binding affinity (normalized) is 0. (9) The peptide sequence is EAIIRILQQLLFIHFRIGCQHSR. The MHC is DRB5_0101 with pseudo-sequence DRB5_0101. The binding affinity (normalized) is 0.437.